From a dataset of Reaction yield outcomes from USPTO patents with 853,638 reactions. Predict the reaction yield, written as a fraction of the theoretical maximum amount of product (1.0 means a 100% yield; for example, 0.34 means a 34% yield). (1) The catalyst is [H][H].[Pd]. The reactants are [F:1][C:2]1[CH:7]=[CH:6][C:5]([NH:8][C:9]([C:11]2([C:14]([NH:16][C:17]3[CH:22]=[CH:21][C:20]([O:23][C:24]4[C:33]5[C:28](=[CH:29][C:30]([O:36]CC6C=CC=CC=6)=[C:31]([O:34][CH3:35])[CH:32]=5)[N:27]=[CH:26][N:25]=4)=[C:19]([F:44])[CH:18]=3)=[O:15])[CH2:13][CH2:12]2)=[O:10])=[CH:4][CH:3]=1.C(O)(=O)C.ClCCl.CO. The product is [F:1][C:2]1[CH:3]=[CH:4][C:5]([NH:8][C:9]([C:11]2([C:14]([NH:16][C:17]3[CH:22]=[CH:21][C:20]([O:23][C:24]4[C:33]5[C:28](=[CH:29][C:30]([OH:36])=[C:31]([O:34][CH3:35])[CH:32]=5)[N:27]=[CH:26][N:25]=4)=[C:19]([F:44])[CH:18]=3)=[O:15])[CH2:13][CH2:12]2)=[O:10])=[CH:6][CH:7]=1. The yield is 0.950. (2) The reactants are [OH-].[Na+].[F:3][C:4]1[CH:5]=[C:6]2[C:10](=[CH:11][CH:12]=1)[N:9]([CH3:13])[C:8]([C:14]([O:16]CC)=O)=[CH:7]2.[CH3:19][N:20]1C2C(=CC=CC=2)C=C1C(OCC)=O. No catalyst specified. The product is [CH3:19][NH:20][C:14]([C:8]1[N:9]([CH3:13])[C:10]2[C:6]([CH:7]=1)=[CH:5][C:4]([F:3])=[CH:12][CH:11]=2)=[O:16]. The yield is 0.680. (3) The yield is 0.623. The product is [Br:1][C:2]1[CH:10]=[CH:9][C:5]([C:6]([NH:26][C:22]2[CH:21]=[C:20]([CH:19]([F:27])[F:18])[CH:25]=[CH:24][N:23]=2)=[O:8])=[CH:4][C:3]=1[F:11]. The catalyst is C(Cl)Cl.CN(C=O)C.C1COCC1. The reactants are [Br:1][C:2]1[CH:10]=[CH:9][C:5]([C:6]([OH:8])=O)=[CH:4][C:3]=1[F:11].C(Cl)(=O)C(Cl)=O.[F:18][CH:19]([F:27])[C:20]1[CH:25]=[CH:24][N:23]=[C:22]([NH2:26])[CH:21]=1. (4) The reactants are [O:1]=[C:2]1[C:10]2[C:5](=[CH:6][CH:7]=[CH:8][CH:9]=2)[C:4](=[O:11])[N:3]1[CH2:12][CH2:13][CH2:14][CH2:15][C:16]1[CH:21]=[CH:20][C:19]([S:22](Cl)(=[O:24])=[O:23])=[CH:18][CH:17]=1.CN1CCOCC1.[NH2:33][C@@H:34]([CH:38]([CH3:40])[CH3:39])[C:35]([NH2:37])=[O:36]. The catalyst is CN(C=O)C. The product is [O:1]=[C:2]1[C:10]2[C:5](=[CH:6][CH:7]=[CH:8][CH:9]=2)[C:4](=[O:11])[N:3]1[CH2:12][CH2:13][CH2:14][CH2:15][C:16]1[CH:21]=[CH:20][C:19]([S:22]([NH:33][C@@H:34]([CH:38]([CH3:40])[CH3:39])[C:35]([NH2:37])=[O:36])(=[O:24])=[O:23])=[CH:18][CH:17]=1. The yield is 0.730. (5) The reactants are [Cl-].O[NH3+:3].[C:4](=[O:7])([O-])[OH:5].[Na+].CS(C)=O.[CH3:13][C:14]1([CH3:50])[CH2:23][CH2:22][C:21]2[C:16](=[CH:17][CH:18]=[C:19]([C:24]3[C:29](=[O:30])[N:28]([CH2:31][C:32]4[CH:37]=[CH:36][C:35]([C:38]5[C:39]([C:44]#[N:45])=[CH:40][CH:41]=[CH:42][CH:43]=5)=[CH:34][CH:33]=4)[C:27]([CH2:46][CH2:47][CH3:48])=[N:26][C:25]=3[CH3:49])[CH:20]=2)[O:15]1. The product is [CH3:13][C:14]1([CH3:50])[CH2:23][CH2:22][C:21]2[C:16](=[CH:17][CH:18]=[C:19]([C:24]3[C:29](=[O:30])[N:28]([CH2:31][C:32]4[CH:37]=[CH:36][C:35]([C:38]5[CH:43]=[CH:42][CH:41]=[CH:40][C:39]=5[C:44]5[NH:3][C:4](=[O:7])[O:5][N:45]=5)=[CH:34][CH:33]=4)[C:27]([CH2:46][CH2:47][CH3:48])=[N:26][C:25]=3[CH3:49])[CH:20]=2)[O:15]1. The yield is 0.700. The catalyst is O. (6) The reactants are [CH3:1][C:2]([OH:17])([CH3:16])[CH2:3][O:4][C:5]1([CH3:15])[CH2:14][CH2:13][C:8]2(OCC[O:9]2)[CH2:7][CH2:6]1.Cl.CC(C)=O. The catalyst is O. The product is [OH:17][C:2]([CH3:16])([CH3:1])[CH2:3][O:4][C:5]1([CH3:15])[CH2:14][CH2:13][C:8](=[O:9])[CH2:7][CH2:6]1. The yield is 0.710.